Dataset: Full USPTO retrosynthesis dataset with 1.9M reactions from patents (1976-2016). Task: Predict the reactants needed to synthesize the given product. (1) Given the product [C:25]([O:29][C:30]([NH:32][C@H:33]([C:44]([N:9]([CH3:10])[CH3:8])=[O:46])[CH2:34][C:35]1[CH:40]=[CH:39][C:38]([B:41]([OH:43])[OH:42])=[CH:37][CH:36]=1)=[O:31])([CH3:28])([CH3:27])[CH3:26], predict the reactants needed to synthesize it. The reactants are: F[P-](F)(F)(F)(F)F.[CH3:8][N+:9](C)=[C:10](N(C)C)ON1C2N=CC=CC=2N=N1.[C:25]([O:29][C:30]([NH:32][C@H:33]([C:44]([OH:46])=O)[CH2:34][C:35]1[CH:40]=[CH:39][C:38]([B:41]([OH:43])[OH:42])=[CH:37][CH:36]=1)=[O:31])([CH3:28])([CH3:27])[CH3:26].C(N(CC)C(C)C)(C)C.CNC.O1CCCC1. (2) Given the product [OH:1][C:2]1[CH:7]=[CH:6][C:5]([C:8]2[N:13]=[C:12]([NH:14][C:15]3[CH:23]=[CH:22][C:18]([C:19]([N:34]([CH3:33])[CH:27]4[CH2:30][CH2:29][N:28]([CH3:31])[CH2:26]4)=[O:21])=[CH:17][C:16]=3[O:24][CH3:25])[CH:11]=[N:10][CH:9]=2)=[CH:4][CH:3]=1, predict the reactants needed to synthesize it. The reactants are: [OH:1][C:2]1[CH:7]=[CH:6][C:5]([C:8]2[N:13]=[C:12]([NH:14][C:15]3[CH:23]=[CH:22][C:18]([C:19]([OH:21])=O)=[CH:17][C:16]=3[O:24][CH3:25])[CH:11]=[N:10][CH:9]=2)=[CH:4][CH:3]=1.[CH2:26]([N:28]([CH2:31]C)[CH2:29][CH3:30])[CH3:27].[CH3:33][N:34](C(ON1N=NC2C=CC=CC1=2)=[N+](C)C)C.[B-](F)(F)(F)F. (3) Given the product [CH3:5][C:3]([O:4][C:29](=[O:30])[CH:28]=[CH:27][C:21]1[CH:22]=[CH:23][C:24]([OH:26])=[CH:25][C:20]=1[OH:19])([CH:2]=[CH2:1])[CH2:6][CH2:7][CH:8]=[C:9]([CH3:11])[CH3:10], predict the reactants needed to synthesize it. The reactants are: [CH2:1]=[CH:2][C:3]([CH2:6][CH2:7][CH:8]=[C:9]([CH3:11])[CH3:10])([CH3:5])[OH:4].C(N(CC)CC)C.[OH:19][C:20]1[CH:25]=[C:24]([OH:26])[CH:23]=[CH:22][C:21]=1[CH:27]=[CH:28][C:29](O)=[O:30].CN([P+](ON1N=NC2C=CC=CC1=2)(N(C)C)N(C)C)C.F[P-](F)(F)(F)(F)F. (4) Given the product [Cl:24][C:25]1[CH:30]=[CH:29][C:28]([N:6]2[CH2:7][CH2:8][N:9]([C:11]([O:13][C:14]([CH3:17])([CH3:16])[CH3:15])=[O:12])[CH2:10][CH:5]2[C:3]([O:2][CH3:1])=[O:4])=[CH:27][CH:26]=1, predict the reactants needed to synthesize it. The reactants are: [CH3:1][O:2][C:3]([CH:5]1[CH2:10][N:9]([C:11]([O:13][C:14]([CH3:17])([CH3:16])[CH3:15])=[O:12])[CH2:8][CH2:7][NH:6]1)=[O:4].N1C=CC=CC=1.[Cl:24][C:25]1[CH:30]=[CH:29][C:28](B(O)O)=[CH:27][CH:26]=1.